From a dataset of Catalyst prediction with 721,799 reactions and 888 catalyst types from USPTO. Predict which catalyst facilitates the given reaction. Reactant: [S-:1][C:2]#[N:3].[K+].[NH2:5][C:6]1[CH:33]=[CH:32][C:9]([O:10][C:11]2[CH:12]=[CH:13][C:14]([CH3:31])=[C:15]([NH:17][C:18](=[O:30])[C:19]3[CH:24]=[CH:23][CH:22]=[C:21]([C:25]([C:28]#[N:29])([CH3:27])[CH3:26])[CH:20]=3)[CH:16]=2)=[CH:8][CH:7]=1.BrBr. Product: [NH2:3][C:2]1[S:1][C:7]2[CH:8]=[C:9]([O:10][C:11]3[CH:12]=[CH:13][C:14]([CH3:31])=[C:15]([NH:17][C:18](=[O:30])[C:19]4[CH:24]=[CH:23][CH:22]=[C:21]([C:25]([C:28]#[N:29])([CH3:26])[CH3:27])[CH:20]=4)[CH:16]=3)[CH:32]=[CH:33][C:6]=2[N:5]=1. The catalyst class is: 15.